The task is: Predict the reaction yield, written as a fraction of the theoretical maximum amount of product (1.0 means a 100% yield; for example, 0.34 means a 34% yield).. This data is from Reaction yield outcomes from USPTO patents with 853,638 reactions. The reactants are [Cl:1][C:2]1[CH:3]=[C:4]([CH:19]=[CH:20][C:21]=1[C:22](O)=[O:23])[C:5]([NH:7][CH2:8][C:9]1[NH:13][C:12]2[CH:14]=[CH:15][C:16]([Cl:18])=[CH:17][C:11]=2[N:10]=1)=[O:6].[CH3:25]N(C(ON1N=NC2C=CC=CC1=2)=[N+](C)C)C.[B-](F)(F)(F)F.C(N(C(C)C)CC)(C)C.[O:56]=[C:57]1[CH2:62][NH:61][CH2:60][CH2:59][NH:58]1.ClCl. The catalyst is O1CCCC1.C(Cl)Cl.C(O)C. The product is [Cl:18][C:16]1[CH:15]=[CH:14][C:12]2[NH:13][C:9]([CH:8]([NH:7][C:5](=[O:6])[C:4]3[CH:19]=[CH:20][C:21]([C:22]([N:61]4[CH2:60][CH2:59][NH:58][C:57](=[O:56])[CH2:62]4)=[O:23])=[C:2]([Cl:1])[CH:3]=3)[CH3:25])=[N:10][C:11]=2[CH:17]=1. The yield is 0.360.